Dataset: Forward reaction prediction with 1.9M reactions from USPTO patents (1976-2016). Task: Predict the product of the given reaction. (1) Given the reactants C1(S([N:10]2[C:14]3=[N:15][CH:16]=[C:17]([CH2:19][CH:20]([CH3:22])[CH3:21])[CH:18]=[C:13]3[C:12]([C:23]3[N:24]=[C:25]([CH:28]4[CH2:33][CH2:32][N:31]([CH3:34])[CH2:30][CH2:29]4)[S:26][CH:27]=3)=[CH:11]2)(=O)=O)C=CC=CC=1.[OH-].[Na+].C([O-])(O)=O.[Na+], predict the reaction product. The product is: [CH2:19]([C:17]1[CH:18]=[C:13]2[C:12]([C:23]3[N:24]=[C:25]([CH:28]4[CH2:29][CH2:30][N:31]([CH3:34])[CH2:32][CH2:33]4)[S:26][CH:27]=3)=[CH:11][NH:10][C:14]2=[N:15][CH:16]=1)[CH:20]([CH3:22])[CH3:21]. (2) Given the reactants [O:1]1[CH:6]=[CH:5][CH2:4][CH2:3][CH2:2]1.[C:7]([O:10][C@@H:11]1[C@@H:17]([O:18][C:19](=[O:21])[CH3:20])[C@H:16]([O:22][C:23](=[O:25])[CH3:24])[C@@H:15]([CH2:26][O:27][C:28](=[O:30])[CH3:29])[S:14][CH:12]1[OH:13])(=[O:9])[CH3:8].C(=O)(O)[O-].[Na+], predict the reaction product. The product is: [O:1]1[CH2:2][CH2:3][CH2:4][CH2:5][CH:6]1[C:12]1([S:14][C@H:15]([CH2:26][O:27][C:28](=[O:30])[CH3:29])[C@@H:16]([O:22][C:23](=[O:25])[CH3:24])[C@H:17]([O:18][C:19](=[O:21])[CH3:20])[C@H:11]1[O:10][C:7](=[O:9])[CH3:8])[OH:13]. (3) The product is: [NH2:24][C:25]1[N:26]=[C:27]([C:30]2[CH2:25][N:26]([C:35]([O:19][C:18]([CH3:17])([CH3:20])[CH3:21])=[O:38])[CH2:27][CH2:1][CH:2]=2)[CH:28]=[CH:29][C:30]=1[N+:31]([O-:33])=[O:32]. Given the reactants [CH3:1][C:2]([O-])=O.[K+].B1(B2[O:19][C:18]([CH3:21])([CH3:20])[C:17](C)(C)O2)O[C:17](C)(C)[C:18]([CH3:21])([CH3:20])[O:19]1.[NH2:24][C:25]1[C:30]([N+:31]([O-:33])=[O:32])=[CH:29][CH:28]=[C:27](Cl)[N:26]=1.[C:35]([O-:38])([O-])=O.[Na+].[Na+], predict the reaction product. (4) Given the reactants [CH2:1]([O:3][C:4]([C:6]1[N:7]([C:17]2[CH:22]=[CH:21][C:20]([O:23][CH:24]([CH3:26])[CH3:25])=[CH:19][CH:18]=2)[C:8]2[C:13]([C:14]=1I)=[CH:12][C:11]([Br:16])=[CH:10][CH:9]=2)=[O:5])[CH3:2].C([Mg]Cl)(C)C.[Li+].[Cl-].Cl[C:35]([O:37][CH2:38][CH3:39])=[O:36].[NH4+].[Cl-], predict the reaction product. The product is: [CH2:1]([O:3][C:4]([C:6]1[N:7]([C:17]2[CH:22]=[CH:21][C:20]([O:23][CH:24]([CH3:26])[CH3:25])=[CH:19][CH:18]=2)[C:8]2[C:13]([C:14]=1[C:35]([O:37][CH2:38][CH3:39])=[O:36])=[CH:12][C:11]([Br:16])=[CH:10][CH:9]=2)=[O:5])[CH3:2]. (5) Given the reactants [NH2:1][CH2:2][CH2:3][NH:4][C:5]([C:7]1[N:15]=[C:14]2[C:10]([N:11]=[CH:12][N:13]2[C@H:16]2[C@H:20]([OH:21])[C@H:19]([OH:22])[C@@H:18]([C:23]([NH:25][CH2:26][CH3:27])=[O:24])[O:17]2)=[C:9]([NH:28][CH2:29][CH:30]([C:37]2[CH:42]=[CH:41][CH:40]=[CH:39][CH:38]=2)[C:31]2[CH:36]=[CH:35][CH:34]=[CH:33][CH:32]=2)[N:8]=1)=[O:6].[CH:43]([CH:46]1[CH2:51][CH2:50][N:49]([CH2:52][CH2:53][NH:54][C:55](N2C=CN=C2)=[O:56])[CH2:48][CH2:47]1)([CH3:45])[CH3:44], predict the reaction product. The product is: [C:31]1([CH:30]([C:37]2[CH:42]=[CH:41][CH:40]=[CH:39][CH:38]=2)[CH2:29][NH:28][C:9]2[N:8]=[C:7]([C:5]([NH:4][CH2:3][CH2:2][NH:1][C:55]([NH:54][CH2:53][CH2:52][N:49]3[CH2:50][CH2:51][CH:46]([CH:43]([CH3:45])[CH3:44])[CH2:47][CH2:48]3)=[O:56])=[O:6])[N:15]=[C:14]3[C:10]=2[N:11]=[CH:12][N:13]3[C@H:16]2[C@H:20]([OH:21])[C@H:19]([OH:22])[C@@H:18]([C:23]([NH:25][CH2:26][CH3:27])=[O:24])[O:17]2)[CH:36]=[CH:35][CH:34]=[CH:33][CH:32]=1.